From a dataset of Forward reaction prediction with 1.9M reactions from USPTO patents (1976-2016). Predict the product of the given reaction. (1) Given the reactants [Br:1][C:2]1[CH:3]=[C:4]([CH2:8][CH:9]([NH:13][C:14](=[O:20])[C:15]([O:17][CH2:18][CH3:19])=[O:16])[C:10](=O)[CH3:11])[CH:5]=[CH:6][CH:7]=1, predict the reaction product. The product is: [Br:1][C:2]1[CH:3]=[C:4]([CH:5]=[CH:6][CH:7]=1)[CH2:8][C:9]1[N:13]=[C:14]([C:15]([O:17][CH2:18][CH3:19])=[O:16])[O:20][C:10]=1[CH3:11]. (2) Given the reactants [NH2:1][C:2]1[CH:10]=[CH:9][C:8]([Cl:11])=[CH:7][C:3]=1[C:4]([NH2:6])=O.[Cl:12][C:13]1[CH:21]=[CH:20][CH:19]=[CH:18][C:14]=1[C:15](Cl)=O.[NH:22]1[CH2:26][CH2:25][CH2:24][CH2:23]1, predict the reaction product. The product is: [Cl:11][C:8]1[CH:7]=[C:3]2[C:2](=[CH:10][CH:9]=1)[N:1]=[C:15]([C:14]1[CH:18]=[CH:19][CH:20]=[CH:21][C:13]=1[Cl:12])[N:6]=[C:4]2[N:22]1[CH2:26][CH2:25][CH2:24][CH2:23]1. (3) Given the reactants [C:1]([C:5]1[CH:10]=[CH:9][C:8]([C:11]2[N:16]=[CH:15][C:14]([CH:17](S(C3C=CC=CC=3)(=O)=O)[C:18]#[N:19])=[CH:13][C:12]=2[CH3:29])=[CH:7][CH:6]=1)([CH3:4])([CH3:3])[CH3:2].C(O)(=O)C, predict the reaction product. The product is: [C:1]([C:5]1[CH:6]=[CH:7][C:8]([C:11]2[N:16]=[CH:15][C:14]([CH2:17][C:18]#[N:19])=[CH:13][C:12]=2[CH3:29])=[CH:9][CH:10]=1)([CH3:4])([CH3:3])[CH3:2]. (4) Given the reactants [C:1]([O:5][C:6]([N:8]1[CH2:12][CH2:11][CH:10]([C:13]2[NH:14][C:15]([C:18]3[CH:23]=[CH:22][C:21](Br)=[CH:20][CH:19]=3)=[CH:16][N:17]=2)[CH2:9]1)=[O:7])([CH3:4])([CH3:3])[CH3:2].[C:25]([O:29][C:30]([N:32]1[CH2:36][CH2:35][CH2:34][CH:33]1[C:37]1[NH:38][C:39]([C:42]2[CH:47]=[CH:46][C:45](B3OC(C)(C)C(C)(C)O3)=[CH:44][CH:43]=2)=[CH:40][N:41]=1)=[O:31])([CH3:28])([CH3:27])[CH3:26].C([O-])(O)=O.[Na+], predict the reaction product. The product is: [C:25]([O:29][C:30]([N:32]1[CH2:36][CH2:35][CH2:34][CH:33]1[C:37]1[NH:38][C:39]([C:42]2[CH:47]=[CH:46][C:45]([C:21]3[CH:22]=[CH:23][C:18]([C:15]4[NH:14][C:13]([CH:10]5[CH2:11][CH2:12][N:8]([C:6]([O:5][C:1]([CH3:4])([CH3:3])[CH3:2])=[O:7])[CH2:9]5)=[N:17][CH:16]=4)=[CH:19][CH:20]=3)=[CH:44][CH:43]=2)=[CH:40][N:41]=1)=[O:31])([CH3:28])([CH3:26])[CH3:27].